This data is from Forward reaction prediction with 1.9M reactions from USPTO patents (1976-2016). The task is: Predict the product of the given reaction. (1) Given the reactants Cl[C:2]1[N:7]=[C:6]([NH:8][C:9]2[CH:14]=[CH:13][C:12]3[O:15][CH2:16][CH2:17][O:18][C:11]=3[CH:10]=2)[C:5]([F:19])=[CH:4][N:3]=1.[Cl:20][C:21]1[CH:22]=[C:23]([CH:25]=[CH:26][C:27]=1[F:28])[NH2:24], predict the reaction product. The product is: [Cl:20][C:21]1[CH:22]=[C:23]([NH:24][C:2]2[N:7]=[C:6]([NH:8][C:9]3[CH:14]=[CH:13][C:12]4[O:15][CH2:16][CH2:17][O:18][C:11]=4[CH:10]=3)[C:5]([F:19])=[CH:4][N:3]=2)[CH:25]=[CH:26][C:27]=1[F:28]. (2) The product is: [C:1]([O:5][C:6]([N:8]1[CH2:13][CH2:12][CH:11]([CH2:14][C:41]2[C:36]3[C:35]4[CH:45]=[CH:46][CH:47]=[N:48][C:34]=4[N:33]([S:30]([C:24]4[CH:25]=[CH:26][CH:27]=[CH:28][CH:29]=4)(=[O:32])=[O:31])[C:37]=3[CH:38]=[N:39][C:40]=2[C:43]#[N:44])[CH2:10][CH2:9]1)=[O:7])([CH3:4])([CH3:3])[CH3:2]. Given the reactants [C:1]([O:5][C:6]([N:8]1[CH2:13][CH2:12][C:11](=[CH2:14])[CH2:10][CH2:9]1)=[O:7])([CH3:4])([CH3:3])[CH3:2].C12BC(CCC1)CCC2.[C:24]1([S:30]([N:33]2[C:37]3[CH:38]=[N:39][C:40]([C:43]#[N:44])=[C:41](Br)[C:36]=3[C:35]3[CH:45]=[CH:46][CH:47]=[N:48][C:34]2=3)(=[O:32])=[O:31])[CH:29]=[CH:28][CH:27]=[CH:26][CH:25]=1.C(=O)([O-])[O-].[K+].[K+], predict the reaction product. (3) Given the reactants CN([C:7]1[CH:8]=[C:9]([CH:22]=[C:23](Br)[CH:24]=1)[C:10]([NH:12][C@@H](C1C=CC(F)=CC=1)C)=[O:11])S(C)(=O)=O.CC(C)=O.C(NC(C)C)(C)C.C[Si](C#C)(C)C, predict the reaction product. The product is: [C:10]([NH2:12])(=[O:11])[C:9]1[CH:22]=[CH:23][CH:24]=[CH:7][CH:8]=1. (4) Given the reactants CCN=C=NCCCN(C)C.[F:12][C:13]1[CH:18]=[CH:17][C:16]([N:19]2[CH2:24][CH2:23][CH2:22][CH:21]([C:25]([OH:27])=O)[C:20]2=[O:28])=[CH:15][CH:14]=1.C1C=CC2N(O)N=NC=2C=1.[F:39][C:40]1[CH:41]=[C:42]([CH:44]=[CH:45][C:46]=1[O:47][C:48]1[C:57]2[C:52](=[CH:53][C:54]([O:60][CH2:61][CH2:62][CH2:63][N:64]3[CH2:69][CH2:68][O:67][CH2:66][CH2:65]3)=[C:55]([O:58][CH3:59])[CH:56]=2)[N:51]=[CH:50][CH:49]=1)[NH2:43].CCN(CC)CC, predict the reaction product. The product is: [F:39][C:40]1[CH:41]=[C:42]([NH:43][C:25]([CH:21]2[CH2:22][CH2:23][CH2:24][N:19]([C:16]3[CH:15]=[CH:14][C:13]([F:12])=[CH:18][CH:17]=3)[C:20]2=[O:28])=[O:27])[CH:44]=[CH:45][C:46]=1[O:47][C:48]1[C:57]2[C:52](=[CH:53][C:54]([O:60][CH2:61][CH2:62][CH2:63][N:64]3[CH2:69][CH2:68][O:67][CH2:66][CH2:65]3)=[C:55]([O:58][CH3:59])[CH:56]=2)[N:51]=[CH:50][CH:49]=1.